Dataset: Forward reaction prediction with 1.9M reactions from USPTO patents (1976-2016). Task: Predict the product of the given reaction. (1) Given the reactants [F:1][C:2]([F:47])([F:46])[C:3]1[CH:4]=[C:5]([CH:13]([OH:45])[CH2:14][N:15]([CH2:23][C:24]2[CH:29]=[C:28]([C:30]([F:33])([F:32])[F:31])[CH:27]=[CH:26][C:25]=2[C:34]2[CH:39]=[C:38]([CH:40]([CH3:42])[CH3:41])[CH:37]=[CH:36][C:35]=2[O:43][CH3:44])[C:16](=[O:22])[O:17][C:18]([CH3:21])([CH3:20])[CH3:19])[CH:6]=[C:7]([C:9]([F:12])([F:11])[F:10])[CH:8]=1.CCN(C(C)C)C(C)C.[CH3:57][S:58](Cl)(=[O:60])=[O:59], predict the reaction product. The product is: [CH3:57][S:58]([O:45][CH:13]([C:5]1[CH:4]=[C:3]([C:2]([F:46])([F:47])[F:1])[CH:8]=[C:7]([C:9]([F:11])([F:12])[F:10])[CH:6]=1)[CH2:14][N:15]([C:16]([O:17][C:18]([CH3:20])([CH3:21])[CH3:19])=[O:22])[CH2:23][C:24]1[CH:29]=[C:28]([C:30]([F:33])([F:31])[F:32])[CH:27]=[CH:26][C:25]=1[C:34]1[CH:39]=[C:38]([CH:40]([CH3:42])[CH3:41])[CH:37]=[CH:36][C:35]=1[O:43][CH3:44])(=[O:60])=[O:59]. (2) Given the reactants Cl.[NH2:2][NH2:3].C(O[CH:7]=[CH:8][C:9](=O)[C:10]([O:12][CH2:13][CH3:14])=[O:11])C, predict the reaction product. The product is: [CH2:13]([O:12][C:10]([C:9]1[CH:8]=[CH:7][NH:3][N:2]=1)=[O:11])[CH3:14]. (3) Given the reactants [NH2:1][C:2](=[O:38])[C@@H:3]([NH:8][C:9](=[O:37])[C@@H:10]([NH:15][C:16]([N:18]1[C:26]2[CH2:25][CH2:24][N:23]([CH3:27])[CH2:22][C:21]=2[C:20]([C:28]2[CH:33]=[C:32]([F:34])[C:31]([F:35])=[CH:30][C:29]=2[F:36])=[N:19]1)=[O:17])[C:11]([CH3:14])([CH3:13])[CH3:12])[CH2:4][CH:5]([CH3:7])C.N1CCC[C@@H]1C(N)=O, predict the reaction product. The product is: [C:2]([C@H:3]1[CH2:4][CH2:5][CH2:7][N:8]1[C:9](=[O:37])[C@@H:10]([NH:15][C:16]([N:18]1[C:26]2[CH2:25][CH2:24][N:23]([CH3:27])[CH2:22][C:21]=2[C:20]([C:28]2[CH:33]=[C:32]([F:34])[C:31]([F:35])=[CH:30][C:29]=2[F:36])=[N:19]1)=[O:17])[C:11]([CH3:12])([CH3:13])[CH3:14])(=[O:38])[NH2:1]. (4) Given the reactants [N:1]1[C:2]([CH2:10][OH:11])=[CH:3][N:4]2[CH:9]=[CH:8][CH:7]=[CH:6][C:5]=12, predict the reaction product. The product is: [N:1]1[C:2]([CH:10]=[O:11])=[CH:3][N:4]2[CH:9]=[CH:8][CH:7]=[CH:6][C:5]=12. (5) Given the reactants [Cl:1][C:2]1[C:11]2[C:6](=[CH:7][CH:8]=[C:9]([C:12]([OH:29])([C:23]3[N:27]([CH3:28])[CH:26]=[N:25][CH:24]=3)[C:13]3[CH:14]=[N:15][C:16]([C:19]([F:22])([F:21])[F:20])=[CH:17][CH:18]=3)[CH:10]=2)[N:5]=[C:4]([O:30][CH3:31])[C:3]=1[OH:32], predict the reaction product. The product is: [Cl:1][C:2]1[C:11]2[C:6](=[CH:7][CH:8]=[C:9]([C:12]([C:23]3[N:27]([CH3:28])[CH:26]=[N:25][CH:24]=3)([C:13]3[CH:14]=[N:15][C:16]([C:19]([F:22])([F:20])[F:21])=[CH:17][CH:18]=3)[OH:29])[CH:10]=2)[N:5]=[C:4]([O:30][CH3:31])[C:3]=1[O:32][CH2:3][CH2:4][O:30][CH3:31]. (6) Given the reactants FC(F)(F)C1C=C(C(Cl)=O)C=CC=1.[Cl:14][C:15]1[CH:16]=[C:17]([CH:19]=[CH:20][C:21]=1[O:22][C:23]1[C:32]2[C:27](=[CH:28][C:29]([O:35][CH3:36])=[C:30]([O:33][CH3:34])[CH:31]=2)[N:26]=[CH:25][CH:24]=1)[NH2:18].[F:37][C:38]([F:51])([F:50])[C:39]1[CH:40]=[C:41]([C:45]([N:47]=[C:48]=[S:49])=[O:46])[CH:42]=[CH:43][CH:44]=1, predict the reaction product. The product is: [F:50][C:38]([F:37])([F:51])[C:39]1[CH:40]=[C:41]([C:45]([N:47]=[C:48]=[S:49])=[O:46])[CH:42]=[CH:43][CH:44]=1.[Cl:14][C:15]1[CH:16]=[C:17]([NH:18][C:48]([NH:47][C:45](=[O:46])[C:41]2[CH:42]=[CH:43][CH:44]=[C:39]([C:38]([F:37])([F:51])[F:50])[CH:40]=2)=[S:49])[CH:19]=[CH:20][C:21]=1[O:22][C:23]1[C:32]2[C:27](=[CH:28][C:29]([O:35][CH3:36])=[C:30]([O:33][CH3:34])[CH:31]=2)[N:26]=[CH:25][CH:24]=1.